Dataset: CYP1A2 inhibition data for predicting drug metabolism from PubChem BioAssay. Task: Regression/Classification. Given a drug SMILES string, predict its absorption, distribution, metabolism, or excretion properties. Task type varies by dataset: regression for continuous measurements (e.g., permeability, clearance, half-life) or binary classification for categorical outcomes (e.g., BBB penetration, CYP inhibition). Dataset: cyp1a2_veith. (1) The compound is COc1cccc(N=c2oc3c(C)ncc(CO)c3cc2C(N)=O)c1. The result is 1 (inhibitor). (2) The molecule is CC(C)C[C@H]1C(=O)N2CCC[C@@H]2[C@]2(O)O[C@](NC(=O)[C@@H]3C=C4c5cccc6[nH]c(Br)c(c56)C[C@H]4N(C)C3)(C(C)C)C(=O)N12. The result is 0 (non-inhibitor). (3) The compound is COc1ccccc1-c1cncnc1NCCc1cnc[nH]1. The result is 1 (inhibitor). (4) The result is 1 (inhibitor). The molecule is Cc1cc(C(F)(F)F)nn1CC(=O)Nc1cccnc1. (5) The compound is CCCSc1ccc2nc(NC(=O)OC)[nH]c2c1. The result is 1 (inhibitor). (6) The drug is O=C(c1cnccn1)N1CCC2(CC1)CN(Cc1cc(C(F)(F)F)cc(C(F)(F)F)c1)C2. The result is 0 (non-inhibitor).